From a dataset of Reaction yield outcomes from USPTO patents with 853,638 reactions. Predict the reaction yield, written as a fraction of the theoretical maximum amount of product (1.0 means a 100% yield; for example, 0.34 means a 34% yield). (1) The reactants are [Br:1][C:2]1[CH:7]=[C:6]([O:8][CH3:9])[C:5]([OH:10])=[C:4]([O:11][CH3:12])[CH:3]=1.[OH-].[K+].C(OP([C:23](Br)([F:25])[F:24])(=O)OCC)C. The catalyst is CC#N.O. The product is [Br:1][C:2]1[CH:3]=[C:4]([O:11][CH3:12])[C:5]([O:10][CH:23]([F:25])[F:24])=[C:6]([O:8][CH3:9])[CH:7]=1. The yield is 0.620. (2) The reactants are [N+:1]([C:4]1[CH:5]=[CH:6][C:7]([O:12][CH2:13][CH2:14][CH3:15])=[C:8]([CH:11]=1)[CH:9]=[O:10])([O-:3])=[O:2].OCC1C=C([N+]([O-])=O)C=CC=1O. No catalyst specified. The product is [N+:1]([C:4]1[CH:5]=[CH:6][C:7]([O:12][CH2:13][CH2:14][CH3:15])=[C:8]([CH:11]=1)[CH2:9][OH:10])([O-:3])=[O:2]. The yield is 0.930. (3) The reactants are [Cl:1][C:2]1[C:3]([CH3:12])=[C:4]([S:8](Cl)(=[O:10])=[O:9])[CH:5]=[CH:6][CH:7]=1.N1C=CC=CC=1.[NH2:19][C:20]1[C:21]([Cl:40])=[C:22]([C:36]([Cl:39])=[CH:37][CH:38]=1)[CH2:23][CH:24]1[CH2:28][CH2:27][N:26]([CH:29]2[CH2:34][CH2:33][CH2:32][CH2:31][CH2:30]2)[C:25]1=[O:35]. No catalyst specified. The product is [Cl:1][C:2]1[C:3]([CH3:12])=[C:4]([S:8]([NH:19][C:20]2[CH:38]=[CH:37][C:36]([Cl:39])=[C:22]([CH2:23][CH:24]3[CH2:28][CH2:27][N:26]([CH:29]4[CH2:34][CH2:33][CH2:32][CH2:31][CH2:30]4)[C:25]3=[O:35])[C:21]=2[Cl:40])(=[O:10])=[O:9])[CH:5]=[CH:6][CH:7]=1. The yield is 0.470. (4) The reactants are [CH3:1][O:2][CH2:3][CH2:4][O:5][C:6]1[CH:7]=[C:8]2[C:12](=[C:13]([N+:15]([O-])=O)[CH:14]=1)[NH:11][C:10]([C:18]([O:20][CH2:21][CH3:22])=[O:19])=[CH:9]2. The catalyst is [C].[Pd].O1CCCC1. The product is [NH2:15][C:13]1[CH:14]=[C:6]([O:5][CH2:4][CH2:3][O:2][CH3:1])[CH:7]=[C:8]2[C:12]=1[NH:11][C:10]([C:18]([O:20][CH2:21][CH3:22])=[O:19])=[CH:9]2. The yield is 0.990. (5) The reactants are [CH3:1][O:2][C:3]([C:5]1[CH:13]=[C:12]2[C:8]([C:9]([CH:16]=[O:17])=[CH:10][N:11]2[CH2:14][CH3:15])=[CH:7][CH:6]=1)=[O:4].[O-:18][Mn](=O)(=O)=O.[K+]. The catalyst is CC(C)=O.O. The product is [CH3:1][O:2][C:3]([C:5]1[CH:13]=[C:12]2[C:8]([C:9]([C:16]([OH:18])=[O:17])=[CH:10][N:11]2[CH2:14][CH3:15])=[CH:7][CH:6]=1)=[O:4]. The yield is 0.790.